Dataset: Full USPTO retrosynthesis dataset with 1.9M reactions from patents (1976-2016). Task: Predict the reactants needed to synthesize the given product. (1) Given the product [C:13]1([CH:9]2[CH2:10][CH2:11][CH2:12][N:7]([CH2:6][C:5]3[CH:19]=[CH:20][C:2]([C:24]4[CH:25]=[CH:26][CH:27]=[CH:28][C:23]=4[C:22]([F:33])([F:32])[F:21])=[CH:3][CH:4]=3)[CH2:8]2)[CH:18]=[CH:17][CH:16]=[CH:15][CH:14]=1, predict the reactants needed to synthesize it. The reactants are: Br[C:2]1[CH:20]=[CH:19][C:5]([CH2:6][N:7]2[CH2:12][CH2:11][CH2:10][CH:9]([C:13]3[CH:18]=[CH:17][CH:16]=[CH:15][CH:14]=3)[CH2:8]2)=[CH:4][CH:3]=1.[F:21][C:22]([F:33])([F:32])[C:23]1[CH:28]=[CH:27][CH:26]=[CH:25][C:24]=1B(O)O.C(=O)([O-])[O-].[Na+].[Na+].C1(C)C=CC=CC=1. (2) Given the product [CH:1]1([NH:4][C:5]([C:7]2[CH:12]=[C:11]([C:13]3[C:14]([C:27]([NH:71][CH2:70][CH2:69][C:63]4[CH:68]=[CH:67][CH:66]=[CH:65][CH:64]=4)=[O:29])=[CH:15][C:16]([C:19]([NH:21][CH2:22][C:23]([CH3:24])([CH3:26])[CH3:25])=[O:20])=[CH:17][CH:18]=3)[C:10]([CH3:30])=[C:9]([F:31])[CH:8]=2)=[O:6])[CH2:2][CH2:3]1, predict the reactants needed to synthesize it. The reactants are: [CH:1]1([NH:4][C:5]([C:7]2[CH:8]=[C:9]([F:31])[C:10]([CH3:30])=[C:11]([C:13]3[C:14]([C:27]([OH:29])=O)=[CH:15][C:16]([C:19]([NH:21][CH2:22][C:23]([CH3:26])([CH3:25])[CH3:24])=[O:20])=[CH:17][CH:18]=3)[CH:12]=2)=[O:6])[CH2:3][CH2:2]1.CN(C(ON1N=NC2C=CC=CC1=2)=[N+](C)C)C.F[P-](F)(F)(F)(F)F.CCN(CC)CC.[C:63]1([CH2:69][CH2:70][NH2:71])[CH:68]=[CH:67][CH:66]=[CH:65][CH:64]=1. (3) Given the product [CH:14]([C:6]1[C:5]2[C:10](=[CH:11][C:2]([O:1][CH2:20][CH3:21])=[C:3]([C:17](=[O:19])[CH3:18])[CH:4]=2)[O:9][C:8]([CH3:13])([CH3:12])[CH:7]=1)([CH3:15])[CH3:16], predict the reactants needed to synthesize it. The reactants are: [OH:1][C:2]1[CH:11]=[C:10]2[C:5]([C:6]([CH:14]([CH3:16])[CH3:15])=[CH:7][C:8]([CH3:13])([CH3:12])[O:9]2)=[CH:4][C:3]=1[C:17](=[O:19])[CH3:18].[CH2:20](I)[CH3:21].C(=O)([O-])[O-].[K+].[K+]. (4) Given the product [Cl:23][C:20]1[CH:21]=[CH:22][C:17]([C:10]2[C:9](=[O:24])[C:8]3[C:13]([O:12][C:11]=2[CH:14]([CH3:15])[CH3:16])=[C:4]2[C:5](=[CH:6][CH:7]=3)[NH:50][N:42]=[C:1]2[CH3:2])=[CH:18][CH:19]=1, predict the reactants needed to synthesize it. The reactants are: [C:1]([C:4]1[C:5](OS(C2C(C)=CC(C)=CC=2C)(=O)=O)=[CH:6][CH:7]=[C:8]2[C:13]=1[O:12][C:11]([CH:14]([CH3:16])[CH3:15])=[C:10]([C:17]1[CH:22]=[CH:21][C:20]([Cl:23])=[CH:19][CH:18]=1)[C:9]2=[O:24])(=O)[CH3:2].C([O-])(=O)C.[NH4+:42].S([O-])([O-])(=O)=O.[Mg+2].O.[NH2:50]N. (5) Given the product [CH2:18]([NH:17][C:13]1[C:12]2[C:8]([C:4]3[CH:3]=[CH:2][N:7]=[CH:6][N:5]=3)=[N:9][NH:10][C:11]=2[CH:16]=[CH:15][N:14]=1)[CH3:19], predict the reactants needed to synthesize it. The reactants are: Cl[C:2]1[N:7]=[CH:6][N:5]=[C:4]([C:8]2[C:12]3[C:13]([NH:17][CH2:18][CH3:19])=[N:14][CH:15]=[CH:16][C:11]=3[N:10](CC3C=CC(OC)=CC=3)[N:9]=2)[CH:3]=1.C(NC1C2C([Sn](C)(C)C)=NN(CC3C=CC(OC)=CC=3)C=2C=CN=1)C.ClC1C=C(Cl)N=CN=1.[Li+].[Cl-]. (6) Given the product [Cl:32][C:7]1[C:6]2[C:11](=[C:2]([Cl:1])[C:3]([O:21][CH2:22][CH2:23][N:24]3[CH2:29][CH2:28][O:27][CH2:26][CH2:25]3)=[CH:4][CH:5]=2)[N:10]=[C:9]([C:12]2[S:13][CH:14]=[C:15]([CH:17]([CH3:19])[CH3:18])[N:16]=2)[CH:8]=1, predict the reactants needed to synthesize it. The reactants are: [Cl:1][C:2]1[C:3]([O:21][CH2:22][CH2:23][N:24]2[CH2:29][CH2:28][O:27][CH2:26][CH2:25]2)=[CH:4][CH:5]=[C:6]2[C:11]=1[N:10]=[C:9]([C:12]1[S:13][CH:14]=[C:15]([CH:17]([CH3:19])[CH3:18])[N:16]=1)[CH:8]=[C:7]2O.O=P(Cl)(Cl)[Cl:32]. (7) Given the product [N:9]1([C:2]2[N:3]=[CH:4][C:5]([NH2:8])=[N:6][CH:7]=2)[CH2:13][CH2:12][CH2:11][CH2:10]1, predict the reactants needed to synthesize it. The reactants are: Br[C:2]1[N:3]=[CH:4][C:5]([NH2:8])=[N:6][CH:7]=1.[NH:9]1[CH2:13][CH2:12][CH2:11][CH2:10]1.